Task: Predict the product of the given reaction.. Dataset: Forward reaction prediction with 1.9M reactions from USPTO patents (1976-2016) (1) Given the reactants C(OC([N:8]1[CH2:13][CH2:12][N:11]([C:14]2[CH:19]=[CH:18][C:17]([NH:20][S:21]([C:24]3[CH:29]=[CH:28][C:27]([C@H:30]([CH3:33])[CH2:31][F:32])=[CH:26][CH:25]=3)(=[O:23])=[O:22])=[C:16]([CH3:34])[N:15]=2)[CH2:10][CH2:9]1)=O)(C)(C)C.[Br:35]N1C(=O)CCC1=O, predict the reaction product. The product is: [Br:35][C:19]1[CH:18]=[C:17]([NH:20][S:21]([C:24]2[CH:29]=[CH:28][C:27]([C@H:30]([CH3:33])[CH2:31][F:32])=[CH:26][CH:25]=2)(=[O:23])=[O:22])[C:16]([CH3:34])=[N:15][C:14]=1[N:11]1[CH2:12][CH2:13][NH:8][CH2:9][CH2:10]1. (2) Given the reactants C(=O)([O-])[O-].[K+].[K+].Cl.[NH2:8][C:9]([NH2:11])=[NH:10].[Cl:12][C:13]1[CH:14]=[C:15]([CH:29]=[CH:30][C:31]=1[Cl:32])[CH2:16][CH:17]([C:23](=O)[C:24]([F:27])([F:26])[F:25])[C:18](OCC)=[O:19], predict the reaction product. The product is: [NH2:10][C:9]1[NH:11][C:18](=[O:19])[C:17]([CH2:16][C:15]2[CH:29]=[CH:30][C:31]([Cl:32])=[C:13]([Cl:12])[CH:14]=2)=[C:23]([C:24]([F:26])([F:25])[F:27])[N:8]=1. (3) The product is: [CH:11]1([CH2:12][N:35]2[C:34](=[O:37])[C:33]([C:38]([O:40][CH3:41])=[O:39])=[CH:32][C:31]([C:25]3[CH:26]=[CH:27][C:28]([O:29][CH3:30])=[C:23]([F:22])[CH:24]=3)=[N:36]2)[CH2:10][CH2:9][CH2:3][CH2:20]1. Given the reactants FC1C=C(F)C=C[C:3]=1[C:9]1[CH:10]=[C:11]([CH2:20]O)[C:12](=O)N(CC(C)C)N=1.[F:22][C:23]1[CH:24]=[C:25]([C:31]2[CH:32]=[C:33]([C:38]([O:40][CH3:41])=[O:39])[C:34](=[O:37])[NH:35][N:36]=2)[CH:26]=[CH:27][C:28]=1[O:29][CH3:30].C1(CBr)CCCC1, predict the reaction product. (4) Given the reactants [OH:1][C:2]([C:4]([F:7])([F:6])[F:5])=[O:3].[CH2:8]([N:15]1[CH2:24][CH2:23][C:22]2[C:17](=[N:18][C:19](Cl)=[C:20]([N:25]3[CH2:30][CH2:29][CH:28]([O:31][C:32]4[CH:37]=[CH:36][C:35]([F:38])=[CH:34][C:33]=4[F:39])[CH2:27][CH2:26]3)[N:21]=2)[CH:16]1[CH3:41])[C:9]1[CH:14]=[CH:13][CH:12]=[CH:11][CH:10]=1.[CH:42]([NH2:45])([CH3:44])[CH3:43].CC(C)([O-])C.[Na+], predict the reaction product. The product is: [CH2:8]([N:15]1[CH2:24][CH2:23][C:22]2[C:17](=[N:18][C:19]([NH:45][CH:42]([CH3:44])[CH3:43])=[C:20]([N:25]3[CH2:30][CH2:29][CH:28]([O:31][C:32]4[CH:37]=[CH:36][C:35]([F:38])=[CH:34][C:33]=4[F:39])[CH2:27][CH2:26]3)[N:21]=2)[CH:16]1[CH3:41])[C:9]1[CH:14]=[CH:13][CH:12]=[CH:11][CH:10]=1.[C:2]([OH:3])([C:4]([F:7])([F:6])[F:5])=[O:1]. (5) Given the reactants [C@H:1]1([NH2:8])[CH2:6][CH2:5][C@H:4]([NH2:7])[CH2:3][CH2:2]1.[C:9](O[C:9]([O:11][C:12]([CH3:15])([CH3:14])[CH3:13])=[O:10])([O:11][C:12]([CH3:15])([CH3:14])[CH3:13])=[O:10], predict the reaction product. The product is: [C:12]([O:11][C:9]([NH:7][C@H:4]1[CH2:5][CH2:6][C@H:1]([NH2:8])[CH2:2][CH2:3]1)=[O:10])([CH3:15])([CH3:14])[CH3:13]. (6) Given the reactants [C:1]([C:3]1[C:4]([N:17]2[CH2:20][CH:19]([C:21]([OH:23])=O)[CH2:18]2)=[N:5][C:6]([CH:14]([F:16])[F:15])=[C:7]([C:9]([O:11][CH2:12][CH3:13])=[O:10])[CH:8]=1)#[N:2].[F:24][C:25]1[CH:26]=[C:27]([CH2:31][S:32]([NH2:35])(=[O:34])=[O:33])[CH:28]=[CH:29][CH:30]=1, predict the reaction product. The product is: [C:1]([C:3]1[C:4]([N:17]2[CH2:18][CH:19]([C:21]([NH:35][S:32]([CH2:31][C:27]3[CH:28]=[CH:29][CH:30]=[C:25]([F:24])[CH:26]=3)(=[O:34])=[O:33])=[O:23])[CH2:20]2)=[N:5][C:6]([CH:14]([F:16])[F:15])=[C:7]([CH:8]=1)[C:9]([O:11][CH2:12][CH3:13])=[O:10])#[N:2]. (7) Given the reactants [C:1]([O:4][CH2:5][C:6]1[C:11]([F:12])=[CH:10][C:9](N)=[CH:8][C:7]=1[Cl:14])(=[O:3])[CH3:2].[N:15]([O-])=O.[Na+].[O-:19][S:20]([O-:22])=O.[Na+].[Na+], predict the reaction product. The product is: [C:1]([O:4][CH2:5][C:6]1[C:11]([F:12])=[CH:10][C:9]([S:20](=[O:22])(=[O:19])[NH2:15])=[CH:8][C:7]=1[Cl:14])(=[O:3])[CH3:2].